Task: Predict the product of the given reaction.. Dataset: Forward reaction prediction with 1.9M reactions from USPTO patents (1976-2016) (1) Given the reactants [CH3:1][N:2]1[CH2:19][CH2:18][C:7]2[CH:8]=[CH:9][CH:10]=[C:11]3[C:12]4[CH2:13][CH2:14][CH2:15][CH2:16][C:17]=4[N:5]([C:6]=23)[CH2:4][CH2:3]1.C([BH3-])#N.[Na+], predict the reaction product. The product is: [CH3:1][N:2]1[CH2:19][CH2:18][C:7]2[CH:8]=[CH:9][CH:10]=[C:11]3[CH:12]4[CH:17]([N:5]([C:6]=23)[CH2:4][CH2:3]1)[CH2:16][CH2:15][CH2:14][CH2:13]4. (2) Given the reactants Br[CH:2]1[CH2:6][CH2:5][N:4]([C:7]2[C:8]([CH3:14])=[N:9][C:10]([Br:13])=[CH:11][CH:12]=2)[C:3]1=[O:15].C1COCC1.[CH3:21][C:22]([O-:24])=[O:23].[K+], predict the reaction product. The product is: [C:22]([O:24][CH:2]1[CH2:6][CH2:5][N:4]([C:7]2[C:8]([CH3:14])=[N:9][C:10]([Br:13])=[CH:11][CH:12]=2)[C:3]1=[O:15])(=[O:23])[CH3:21]. (3) Given the reactants [Br:1][C:2]1[CH:3]=[C:4]([N:8]2[CH2:13][CH2:12][CH:11]([NH:14][C:15](=[O:17])[CH3:16])[CH2:10][CH2:9]2)[CH:5]=[CH:6][CH:7]=1.[H-].[Na+].I[CH3:21], predict the reaction product. The product is: [Br:1][C:2]1[CH:3]=[C:4]([N:8]2[CH2:9][CH2:10][CH:11]([N:14]([CH3:21])[C:15](=[O:17])[CH3:16])[CH2:12][CH2:13]2)[CH:5]=[CH:6][CH:7]=1. (4) The product is: [OH:1][C:2]1[CH:11]=[C:10]2[C:5]([C:6](=[O:25])[C:7]([C:16]3[CH:24]=[CH:23][C:19]([C:20]([NH:42][S:39]([CH3:38])(=[O:41])=[O:40])=[O:21])=[CH:18][CH:17]=3)=[C:8]([C:12]([F:15])([F:14])[F:13])[O:9]2)=[CH:4][CH:3]=1. Given the reactants [OH:1][C:2]1[CH:11]=[C:10]2[C:5]([C:6](=[O:25])[C:7]([C:16]3[CH:24]=[CH:23][C:19]([C:20](O)=[O:21])=[CH:18][CH:17]=3)=[C:8]([C:12]([F:15])([F:14])[F:13])[O:9]2)=[CH:4][CH:3]=1.C1N=CN(C(N2C=NC=C2)=O)C=1.[CH3:38][S:39]([NH2:42])(=[O:41])=[O:40].C1CCN2C(=NCCC2)CC1, predict the reaction product.